Dataset: Full USPTO retrosynthesis dataset with 1.9M reactions from patents (1976-2016). Task: Predict the reactants needed to synthesize the given product. Given the product [CH:1]1([N:6]([CH:20]2[CH2:25][CH2:24][CH2:23][CH2:22][CH2:21]2)[C:7](=[O:19])[NH:8][C:9]2[S:10][CH:11]=[C:12]([SH:47]([CH3:48])[CH2:46][CH2:45][C:44]([OH:55])=[O:43])[N:13]=2)[CH2:5][CH2:4][CH2:3][CH2:28][CH2:2]1, predict the reactants needed to synthesize it. The reactants are: [CH:1]1([N:6]([C@H:20]2[CH2:25][CH2:24][C@H:23](OC)[CH2:22][CH2:21]2)[C:7](=[O:19])[NH:8][C:9]2[S:10][C:11](SCC(O)=O)=[CH:12][N:13]=2)[CH2:5][CH2:4][CH2:3][CH2:2]1.[CH:28]1(NC2CCCCC2)CCCCC1.C([O:43][C:44](=[O:55])[CH2:45][CH2:46][S:47][CH2:48]C1N=C(N)SC=1)C.